Dataset: Full USPTO retrosynthesis dataset with 1.9M reactions from patents (1976-2016). Task: Predict the reactants needed to synthesize the given product. (1) Given the product [Cl:37][C:35]1[CH:34]=[C:4]([CH:3]=[C:2]([Cl:1])[CH:36]=1)[CH2:5][NH:6][C:7]([N:9]1[CH2:14][CH2:13][N:12]2[N:15]=[C:16]([C:18]([N:20]3[CH:25]4[CH2:26][CH2:27][CH2:28][CH:21]3[CH2:22][CH:23]([C:29]([OH:31])=[O:30])[CH2:24]4)=[O:19])[CH:17]=[C:11]2[CH2:10]1)=[O:8], predict the reactants needed to synthesize it. The reactants are: [Cl:1][C:2]1[CH:3]=[C:4]([CH:34]=[C:35]([Cl:37])[CH:36]=1)[CH2:5][NH:6][C:7]([N:9]1[CH2:14][CH2:13][N:12]2[N:15]=[C:16]([C:18]([N:20]3[CH:25]4[CH2:26][CH2:27][CH2:28][CH:21]3[CH2:22][CH:23]([C:29]([O:31]CC)=[O:30])[CH2:24]4)=[O:19])[CH:17]=[C:11]2[CH2:10]1)=[O:8].O.[OH-].[Li+].Cl. (2) Given the product [C:29]([C@H:26]1[CH2:27][CH2:28][C@H:23]([C:21]2[N:22]=[C:18]([N:9]([CH2:10][C:11]3[S:12][C:13]([CH2:16][CH3:17])=[CH:14][CH:15]=3)[CH2:8][CH2:7][C:6]([OH:33])=[O:5])[S:19][CH:20]=2)[CH2:24][CH2:25]1)([CH3:31])([CH3:32])[CH3:30], predict the reactants needed to synthesize it. The reactants are: C([O:5][C:6](=[O:33])[CH2:7][CH2:8][N:9]([C:18]1[S:19][CH:20]=[C:21]([C@H:23]2[CH2:28][CH2:27][C@H:26]([C:29]([CH3:32])([CH3:31])[CH3:30])[CH2:25][CH2:24]2)[N:22]=1)[CH2:10][C:11]1[S:12][C:13]([CH2:16][CH3:17])=[CH:14][CH:15]=1)(C)(C)C.[OH-].[Na+].C1COCC1. (3) The reactants are: [Br:1][C:2]1[CH:3]=[C:4]([O:11][CH3:12])[C:5]([OH:10])=[C:6]([CH:9]=1)[CH:7]=[O:8].C1COCC1.[BH4-].[Na+].Cl. Given the product [Br:1][C:2]1[CH:3]=[C:4]([O:11][CH3:12])[C:5]([OH:10])=[C:6]([CH2:7][OH:8])[CH:9]=1, predict the reactants needed to synthesize it. (4) Given the product [F:10][C:4]1[CH:3]=[C:2]([NH:29][C:28]2[CH:30]=[CH:31][C:25]([N+:22]([O-:24])=[O:23])=[CH:26][CH:27]=2)[CH:9]=[CH:8][C:5]=1[C:6]#[N:7], predict the reactants needed to synthesize it. The reactants are: Br[C:2]1[CH:9]=[CH:8][C:5]([C:6]#[N:7])=[C:4]([F:10])[CH:3]=1.BrC1C=CC(C#N)=C(OC)C=1.[N+:22]([C:25]1[CH:31]=[CH:30][C:28]([NH2:29])=[CH:27][CH:26]=1)([O-:24])=[O:23]. (5) Given the product [CH:1]([N:4]1[C:9](=[O:10])[CH:8]=[CH:7][C:6]([CH:11]([NH:20][C:22](=[O:24])[CH3:23])[C:12](=[O:13])[C:14]2[CH:19]=[CH:18][CH:17]=[CH:16][CH:15]=2)=[N:5]1)([CH3:3])[CH3:2], predict the reactants needed to synthesize it. The reactants are: [CH:1]([N:4]1[C:9](=[O:10])[CH:8]=[CH:7][C:6]([C:11](=[N:20]O)[C:12]([C:14]2[CH:19]=[CH:18][CH:17]=[CH:16][CH:15]=2)=[O:13])=[N:5]1)([CH3:3])[CH3:2].[C:22](OC(=O)C)(=[O:24])[CH3:23].CC(O)=O. (6) Given the product [CH3:67][O:68][C:6]1[CH:7]=[C:8]2[C:9](=[CH:10][CH:5]=1)[NH:11][C:21]([CH3:22])=[C:20]2[CH2:2][C:1]([NH:27][C@H:28]([C:38]1[O:39][C:40]([C:43]2[C:44]([O:53][CH3:54])=[N:45][C:46]3[C:51]([CH:52]=2)=[CH:50][CH:49]=[CH:48][CH:47]=3)=[CH:41][N:42]=1)[CH2:29][CH2:30][CH2:31][CH2:32][CH2:33][C:34](=[O:37])[CH2:35][CH3:36])=[O:4], predict the reactants needed to synthesize it. The reactants are: [C:1]([OH:4])(=O)[CH3:2].[CH:5]1[CH:6]=[CH:7][C:8]2N(O)N=[N:11][C:9]=2[CH:10]=1.CCN=C=N[CH2:20][CH2:21][CH2:22]N(C)C.Cl.[NH2:27][C@H:28]([C:38]1[O:39][C:40]([C:43]2[C:44]([O:53][CH3:54])=[N:45][C:46]3[C:51]([CH:52]=2)=[CH:50][CH:49]=[CH:48][CH:47]=3)=[CH:41][N:42]=1)[CH2:29][CH2:30][CH2:31][CH2:32][CH2:33][C:34](=[O:37])[CH2:35][CH3:36].CCN(C(C)C)C(C)C.CN([CH:67]=[O:68])C. (7) Given the product [CH3:39][S:40]([OH:43])(=[O:42])=[O:41].[Cl:32][C:29]1[CH:28]=[CH:27][C:26]([C:25]([NH:24][C:19]2[CH:20]=[N:21][CH:22]=[CH:23][C:18]=2[C:17]([NH:16][C:13]2[CH:12]=[CH:11][C:10]([N:9]3[CH2:8][CH2:7][O:6][C:35]3=[NH:36])=[CH:15][CH:14]=2)=[O:34])=[O:33])=[CH:31][CH:30]=1, predict the reactants needed to synthesize it. The reactants are: C([Si](C)(C)[O:6][CH2:7][CH2:8][N:9]([C:35]#[N:36])[C:10]1[CH:15]=[CH:14][C:13]([NH:16][C:17](=[O:34])[C:18]2[CH:23]=[CH:22][N:21]=[CH:20][C:19]=2[NH:24][C:25](=[O:33])[C:26]2[CH:31]=[CH:30][C:29]([Cl:32])=[CH:28][CH:27]=2)=[CH:12][CH:11]=1)(C)(C)C.[CH3:39][S:40]([OH:43])(=[O:42])=[O:41].